Dataset: Reaction yield outcomes from USPTO patents with 853,638 reactions. Task: Predict the reaction yield, written as a fraction of the theoretical maximum amount of product (1.0 means a 100% yield; for example, 0.34 means a 34% yield). (1) The reactants are [F:1][C:2]1[CH:7]=[C:6]([N+:8]([O-])=O)[CH:5]=[CH:4][C:3]=1[O:11][CH2:12][CH2:13][O:14][CH3:15]. The catalyst is C(O)C.[H][H].[Pd]. The product is [F:1][C:2]1[CH:7]=[C:6]([CH:5]=[CH:4][C:3]=1[O:11][CH2:12][CH2:13][O:14][CH3:15])[NH2:8]. The yield is 0.939. (2) The reactants are [CH2:1]([O:3][C:4]1[C:13]2[C:8](=[CH:9][CH:10]=[C:11](I)[CH:12]=2)[N:7]=[CH:6][C:5]=1[C:15]#[N:16])[CH3:2].C([SiH](CCCCCC)CCCCCC)CCCCC.CN(C)[CH:38]=[O:39]. The catalyst is C([O-])(=O)C.[Pd+2].C([O-])(=O)C.C1(C(C2C=CC=CC=2)CCP)C=CC=CC=1. The product is [CH2:1]([O:3][C:4]1[C:13]2[C:8](=[CH:9][CH:10]=[C:11]([CH:38]=[O:39])[CH:12]=2)[N:7]=[CH:6][C:5]=1[C:15]#[N:16])[CH3:2]. The yield is 0.510. (3) The reactants are [Cl:1][C:2]1[N:7]=[C:6]([C:8]2[S:12][C:11]([CH:13]([CH3:15])[CH3:14])=[N:10][C:9]=2[C:16]2[CH:17]=[C:18]([NH:22][S:23]([C:26]3C(F)=C[CH:29]=[CH:28][C:27]=3F)(=[O:25])=[O:24])[CH:19]=[CH:20][CH:21]=2)[CH:5]=[CH:4][N:3]=1.ClC1N=C(C2SC(C(C)C)=NC=2C2C=C(C=CC=2)N)C=CN=1.[O:56]1C=CC=C1S(Cl)(=O)=O. No catalyst specified. The product is [Cl:1][C:2]1[N:7]=[C:6]([C:8]2[S:12][C:11]([CH:13]([CH3:15])[CH3:14])=[N:10][C:9]=2[C:16]2[CH:17]=[C:18]([NH:22][S:23]([C:26]3[O:56][CH:29]=[CH:28][CH:27]=3)(=[O:25])=[O:24])[CH:19]=[CH:20][CH:21]=2)[CH:5]=[CH:4][N:3]=1. The yield is 0.489.